From a dataset of Catalyst prediction with 721,799 reactions and 888 catalyst types from USPTO. Predict which catalyst facilitates the given reaction. (1) The catalyst class is: 7. Product: [CH:3]1([O:8][C:9]2[CH:10]=[C:11]([C:17]3[CH:22]=[CH:21][N:20]=[C:19]([NH:23][C:25]4[CH:30]=[CH:29][CH:28]=[CH:27][C:26]=4[N+:31]([O-:33])=[O:32])[N:18]=3)[CH:12]=[CH:13][C:14]=2[O:15][CH3:16])[CH2:4][CH2:5][CH2:6][CH2:7]1. Reactant: [H-].[Na+].[CH:3]1([O:8][C:9]2[CH:10]=[C:11]([C:17]3[CH:22]=[CH:21][N:20]=[C:19]([NH2:23])[N:18]=3)[CH:12]=[CH:13][C:14]=2[O:15][CH3:16])[CH2:7][CH2:6][CH2:5][CH2:4]1.F[C:25]1[CH:30]=[CH:29][CH:28]=[CH:27][C:26]=1[N+:31]([O-:33])=[O:32]. (2) Reactant: [OH-].[Na+].C[O:4][C:5]([C:7]1[CH:12]=[CH:11][C:10]([N:13]2[CH2:18][CH2:17][N:16]([C:19]3[CH:24]=[CH:23][CH:22]=[C:21]([CH2:25][O:26][C:27](=[O:32])[NH:28][C:29](=[NH:31])[NH2:30])[C:20]=3[F:33])[CH2:15][CH2:14]2)=[CH:9][N:8]=1)=[O:6].C1COCC1.Cl. Product: [C:29]([NH:28][C:27]([O:26][CH2:25][C:21]1[C:20]([F:33])=[C:19]([N:16]2[CH2:17][CH2:18][N:13]([C:10]3[CH:11]=[CH:12][C:7]([C:5]([OH:6])=[O:4])=[N:8][CH:9]=3)[CH2:14][CH2:15]2)[CH:24]=[CH:23][CH:22]=1)=[O:32])(=[NH:30])[NH2:31]. The catalyst class is: 5. (3) Reactant: [Cl:1][C:2]1[C:11]2[C:6](=[CH:7][C:8]([C:12]3[O:13][C:14]([CH3:17])=[N:15][N:16]=3)=[CH:9][CH:10]=2)[N:5]=[CH:4][N:3]=1.[CH2:18]([N:25]1[C:33]2[C:28](=[CH:29][C:30]([NH2:34])=[CH:31][CH:32]=2)[CH:27]=[N:26]1)[C:19]1[CH:24]=[CH:23][CH:22]=[CH:21][CH:20]=1. Product: [ClH:1].[CH2:18]([N:25]1[C:33]2[C:28](=[CH:29][C:30]([NH:34][C:2]3[C:11]4[C:6](=[CH:7][C:8]([C:12]5[O:13][C:14]([CH3:17])=[N:15][N:16]=5)=[CH:9][CH:10]=4)[N:5]=[CH:4][N:3]=3)=[CH:31][CH:32]=2)[CH:27]=[N:26]1)[C:19]1[CH:20]=[CH:21][CH:22]=[CH:23][CH:24]=1. The catalyst class is: 10. (4) Reactant: [NH:1]1[C:5]2[CH:6]=[CH:7][C:8]([C:10]3[CH:15]=[C:14]([Cl:16])[CH:13]=[CH:12][C:11]=3[OH:17])=[CH:9][C:4]=2[N:3]=[CH:2]1.[H-].[Na+].[CH3:20][O:21][C:22]1[CH:46]=[C:45]([O:47][CH3:48])[CH:44]=[CH:43][C:23]=1[CH2:24][N:25]([C:38]1[S:42][N:41]=[CH:40][N:39]=1)[S:26]([C:29]1[CH:34]=[C:33]([F:35])[C:32](F)=[CH:31][C:30]=1[F:37])(=[O:28])=[O:27]. Product: [NH:1]1[C:5]2[CH:6]=[CH:7][C:8]([C:10]3[CH:15]=[C:14]([Cl:16])[CH:13]=[CH:12][C:11]=3[O:17][C:32]3[C:33]([F:35])=[CH:34][C:29]([S:26]([N:25]([CH2:24][C:23]4[CH:43]=[CH:44][C:45]([O:47][CH3:48])=[CH:46][C:22]=4[O:21][CH3:20])[C:38]4[S:42][N:41]=[CH:40][N:39]=4)(=[O:27])=[O:28])=[C:30]([F:37])[CH:31]=3)=[CH:9][C:4]=2[N:3]=[CH:2]1. The catalyst class is: 9. (5) The catalyst class is: 90. Product: [F:33][CH:5]([F:4])[O:6][CH2:7][C@@H:8]([O:10][C:11]1[CH:12]=[C:13]([CH:18]=[C:19]([O:21][C:22]2[CH:27]=[N:26][C:25]([C:28](=[O:32])[N:29]([CH3:30])[CH3:31])=[CH:24][N:23]=2)[CH:20]=1)[C:14]([OH:16])=[O:15])[CH3:9]. Reactant: O.[OH-].[Li+].[F:4][CH:5]([F:33])[O:6][CH2:7][C@@H:8]([O:10][C:11]1[CH:12]=[C:13]([CH:18]=[C:19]([O:21][C:22]2[CH:27]=[N:26][C:25]([C:28](=[O:32])[N:29]([CH3:31])[CH3:30])=[CH:24][N:23]=2)[CH:20]=1)[C:14]([O:16]C)=[O:15])[CH3:9]. (6) The catalyst class is: 16. Reactant: [NH2:1][C@H:2]([C:4]1[N:9]=[C:8]2[CH:10]=[CH:11][N:12]([CH3:13])[C:7]2=[CH:6][C:5]=1[N:14]1[CH2:19][CH2:18][N:17]([C:20]([O:22][C:23]([CH3:26])([CH3:25])[CH3:24])=[O:21])[CH2:16][CH2:15]1)[CH3:3].[NH2:27][C:28]1[N:33]=[C:32](Cl)[C:31]([C:35]#[N:36])=[C:30]([CH3:37])[N:29]=1.C(N(CC)CC)C. Product: [NH2:27][C:28]1[N:33]=[C:32]([NH:1][C@H:2]([C:4]2[N:9]=[C:8]3[CH:10]=[CH:11][N:12]([CH3:13])[C:7]3=[CH:6][C:5]=2[N:14]2[CH2:15][CH2:16][N:17]([C:20]([O:22][C:23]([CH3:25])([CH3:24])[CH3:26])=[O:21])[CH2:18][CH2:19]2)[CH3:3])[C:31]([C:35]#[N:36])=[C:30]([CH3:37])[N:29]=1. (7) Reactant: [NH2:1][O:2][CH2:3][CH2:4][CH2:5][N:6]1[C:14]2[C:13]([CH3:15])=[C:12]([CH3:16])[N:11]=[C:10]([NH2:17])[C:9]=2[N:8]=[C:7]1[CH2:18][CH2:19][CH3:20].[C:21]([C:24]1[CH:29]=[CH:28][CH:27]=[CH:26][CH:25]=1)(=O)[CH3:22].Cl.N1C=CC=CC=1. Product: [NH2:17][C:10]1[C:9]2[N:8]=[C:7]([CH2:18][CH2:19][CH3:20])[N:6]([CH2:5][CH2:4][CH2:3][O:2]/[N:1]=[C:21](/[C:24]3[CH:29]=[CH:28][CH:27]=[CH:26][CH:25]=3)\[CH3:22])[C:14]=2[C:13]([CH3:15])=[C:12]([CH3:16])[N:11]=1. The catalyst class is: 5. (8) Reactant: [C:1]([O-])(=[O:13])[CH2:2]CCCCCCCCCC.C([O-])(=O)CCCCCCCCCCC.C([Sn+2]CCCC)CCC.CC(CCCCN=C=O)C(N=C=O)(C)C.[N-:53]=[C:54]=[O:55].[C:56]([O:61]CCO)(=[O:60])[C:57]([CH3:59])=[CH2:58]. Product: [C:56]([OH:61])(=[O:60])[C:57]([CH3:59])=[CH2:58].[NH2:53][C:54]([O:13][CH2:1][CH3:2])=[O:55]. The catalyst class is: 21. (9) Reactant: CC1(C)[O:7][CH2:6][CH:5]([N:8]2[CH2:17][CH2:16][C:15]3[C:10](=[CH:11][CH:12]=[C:13]([C:19]4[N:23]=[C:22]([C:24]5[CH:25]=[CH:26][C:27]([O:32][CH:33]([CH3:35])[CH3:34])=[C:28]([CH:31]=5)[C:29]#[N:30])[O:21][N:20]=4)[C:14]=3[CH3:18])[CH2:9]2)[CH2:4][O:3]1.Cl. Product: [OH:7][CH2:6][CH:5]([N:8]1[CH2:17][CH2:16][C:15]2[C:10](=[CH:11][CH:12]=[C:13]([C:19]3[N:23]=[C:22]([C:24]4[CH:25]=[CH:26][C:27]([O:32][CH:33]([CH3:35])[CH3:34])=[C:28]([CH:31]=4)[C:29]#[N:30])[O:21][N:20]=3)[C:14]=2[CH3:18])[CH2:9]1)[CH2:4][OH:3]. The catalyst class is: 7.